From a dataset of Full USPTO retrosynthesis dataset with 1.9M reactions from patents (1976-2016). Predict the reactants needed to synthesize the given product. (1) Given the product [CH:1]1([CH2:4][N:5]2[C:10]3[N:11]=[C:12]([NH:27][CH:28]([CH2:31][OH:32])[CH2:29][OH:30])[N:13]=[C:14]([C:15]4[CH:20]=[CH:19][CH:18]=[CH:17][C:16]=4[F:21])[C:9]=3[CH:8]=[CH:7][C:6]2=[O:26])[CH2:3][CH2:2]1, predict the reactants needed to synthesize it. The reactants are: [CH:1]1([CH2:4][N:5]2[C:10]3[N:11]=[C:12](S(C)(=O)=O)[N:13]=[C:14]([C:15]4[CH:20]=[CH:19][CH:18]=[CH:17][C:16]=4[F:21])[C:9]=3[CH:8]=[CH:7][C:6]2=[O:26])[CH2:3][CH2:2]1.[NH2:27][CH:28]([CH2:31][OH:32])[CH2:29][OH:30]. (2) Given the product [CH3:30][C:26]([CH3:31])([C:27](=[O:28])[NH:10][S:7]([C:1]1[CH:6]=[CH:5][CH:4]=[CH:3][CH:2]=1)(=[O:9])=[O:8])[C:25]([OH:32])=[O:24], predict the reactants needed to synthesize it. The reactants are: [C:1]1([S:7]([NH2:10])(=[O:9])=[O:8])[CH:6]=[CH:5][CH:4]=[CH:3][CH:2]=1.C1(S(Cl)(=O)=O)C=CC=CC=1.N.C([O:24][C:25](=[O:32])[C:26]([CH3:31])([CH3:30])[C:27](O)=[O:28])C.C1CCC(N=C=NC2CCCCC2)CC1. (3) Given the product [Br:16][CH2:1][C:2]1[S:3][C:4]([C:11]([O:13][CH2:14][CH3:15])=[O:12])=[C:5]([C:7]([F:10])([F:8])[F:9])[N:6]=1, predict the reactants needed to synthesize it. The reactants are: [CH3:1][C:2]1[S:3][C:4]([C:11]([O:13][CH2:14][CH3:15])=[O:12])=[C:5]([C:7]([F:10])([F:9])[F:8])[N:6]=1.[Br:16]N1C(=O)CCC1=O.C(OOC(=O)C1C=CC=CC=1)(=O)C1C=CC=CC=1.